This data is from Forward reaction prediction with 1.9M reactions from USPTO patents (1976-2016). The task is: Predict the product of the given reaction. (1) Given the reactants [Cl:1][C:2]1[CH:3]=[C:4]2[C:8](=[CH:9][CH:10]=1)[NH:7][C:6]([C:11]([OH:13])=O)=[CH:5]2.C[O:15][C:16](=[O:39])[CH2:17][CH2:18][C:19]1[CH:24]=[CH:23][C:22]([O:25][C:26]2[CH:31]=[C:30]([C:32]([F:35])([F:34])[F:33])[CH:29]=[C:28]([CH2:36][NH2:37])[CH:27]=2)=[CH:21][C:20]=1[CH3:38], predict the reaction product. The product is: [Cl:1][C:2]1[CH:3]=[C:4]2[C:8](=[CH:9][CH:10]=1)[NH:7][C:6]([C:11]([NH:37][CH2:36][C:28]1[CH:27]=[C:26]([CH:31]=[C:30]([C:32]([F:33])([F:34])[F:35])[CH:29]=1)[O:25][C:22]1[CH:23]=[CH:24][C:19]([CH2:18][CH2:17][C:16]([OH:39])=[O:15])=[C:20]([CH3:38])[CH:21]=1)=[O:13])=[CH:5]2. (2) Given the reactants Cl[C:2]1[C:11]2[C:6](=[CH:7][C:8]([O:14][CH3:15])=[C:9]([O:12][CH3:13])[CH:10]=2)[CH:5]=[C:4]([NH:16][C:17]2[CH:21]=[C:20]([CH:22]3[CH2:24][CH2:23]3)[NH:19][N:18]=2)[N:3]=1.[CH2:25]([OH:27])[CH3:26], predict the reaction product. The product is: [CH:22]1([C:20]2[NH:19][N:18]=[C:17]([NH:16][C:4]3[N:3]=[C:2]([O:27][CH2:25][CH3:26])[C:11]4[C:6]([CH:5]=3)=[CH:7][C:8]([O:14][CH3:15])=[C:9]([O:12][CH3:13])[CH:10]=4)[CH:21]=2)[CH2:24][CH2:23]1. (3) Given the reactants [NH2:1][C:2]1[CH:10]=[CH:9][C:8]([CH3:11])=[CH:7][C:3]=1[C:4]([OH:6])=[O:5].[O:12]([C:19]1[CH:24]=[CH:23][C:22]([N:25]=[C:26]=O)=[CH:21][CH:20]=1)[C:13]1[CH:18]=[CH:17][CH:16]=[CH:15][CH:14]=1.C(Cl)CCl, predict the reaction product. The product is: [CH3:11][C:8]1[CH:9]=[CH:10][C:2]2[N:1]=[C:26]([NH:25][C:22]3[CH:23]=[CH:24][C:19]([O:12][C:13]4[CH:14]=[CH:15][CH:16]=[CH:17][CH:18]=4)=[CH:20][CH:21]=3)[O:5][C:4](=[O:6])[C:3]=2[CH:7]=1. (4) Given the reactants O=[CH:2][C@@H:3]([C@H:5]([C@@H](CO)O)O)O.[O:11]=C[C@@H]([C@H]([C@@H]([C@@H](CO)O)O)O)O.[Na+].[Cl-].Cl.N[C@H:27]([C:30]([OH:32])=[O:31])[CH2:28]S.C(=O)([O-])[O-].[Ca+2], predict the reaction product. The product is: [OH:11][CH:27]([CH2:28][CH:3]([CH3:5])[CH3:2])[C:30]([OH:32])=[O:31].